Dataset: Forward reaction prediction with 1.9M reactions from USPTO patents (1976-2016). Task: Predict the product of the given reaction. (1) Given the reactants [F:1][C:2]([F:10])([F:9])[C:3]([CH3:8])([CH3:7])[C:4]([NH2:6])=O.COC1C=CC(P2(SP(C3C=CC(OC)=CC=3)(=S)S2)=[S:20])=CC=1, predict the reaction product. The product is: [F:1][C:2]([F:10])([F:9])[C:3]([CH3:8])([CH3:7])[C:4]([NH2:6])=[S:20]. (2) Given the reactants Cl.[Cl:2][C:3]1[CH:16]=[CH:15][C:14]2[S:13][C:12]3[C:7](=[CH:8][CH:9]=[CH:10][CH:11]=3)[N:6]([CH2:17][CH2:18][NH2:19])[C:5]=2[CH:4]=1.C(N(CC)CC)C.[Cl:27][C:28]1[CH:33]=[CH:32][C:31]([S:34](Cl)(=[O:36])=[O:35])=[CH:30][CH:29]=1, predict the reaction product. The product is: [Cl:27][C:28]1[CH:33]=[CH:32][C:31]([S:34]([NH:19][CH2:18][CH2:17][N:6]2[C:5]3[CH:4]=[C:3]([Cl:2])[CH:16]=[CH:15][C:14]=3[S:13][C:12]3[C:7]2=[CH:8][CH:9]=[CH:10][CH:11]=3)(=[O:36])=[O:35])=[CH:30][CH:29]=1.